Task: Binary Classification. Given a drug SMILES string, predict its activity (active/inactive) in a high-throughput screening assay against a specified biological target.. Dataset: Tyrosyl-DNA phosphodiesterase HTS with 341,365 compounds (1) The compound is Clc1ccc(CNC(=O)C=2C3(OC(=O)C2C)CCN(CC3)C(=O)C)cc1. The result is 0 (inactive). (2) The compound is O=c1n(CCC)cnc2n(CCCC)c3nc4c(nc3c12)cccc4. The result is 0 (inactive).